The task is: Regression. Given a peptide amino acid sequence and an MHC pseudo amino acid sequence, predict their binding affinity value. This is MHC class I binding data.. This data is from Peptide-MHC class I binding affinity with 185,985 pairs from IEDB/IMGT. (1) The peptide sequence is SPREECGVF. The MHC is HLA-B57:01 with pseudo-sequence HLA-B57:01. The binding affinity (normalized) is 0.0847. (2) The peptide sequence is GGWTGMIDGW. The MHC is Mamu-B01 with pseudo-sequence Mamu-B01. The binding affinity (normalized) is 0. (3) The peptide sequence is EETLLTTWL. The MHC is HLA-B15:17 with pseudo-sequence HLA-B15:17. The binding affinity (normalized) is 0.0847.